From a dataset of Forward reaction prediction with 1.9M reactions from USPTO patents (1976-2016). Predict the product of the given reaction. Given the reactants [F:1][C:2]1[C:3]([OH:27])=[CH:4][CH:5]=[C:6]2[C:11]=1[C:10]([CH3:13])([CH3:12])[C:9](=[O:14])[C:8]([C:15]([NH:17][CH2:18][C:19]([O:21]C(C)(C)C)=[O:20])=[O:16])=[C:7]2[OH:26], predict the reaction product. The product is: [F:1][C:2]1[C:3]([OH:27])=[CH:4][CH:5]=[C:6]2[C:11]=1[C:10]([CH3:13])([CH3:12])[C:9](=[O:14])[C:8]([C:15]([NH:17][CH2:18][C:19]([OH:21])=[O:20])=[O:16])=[C:7]2[OH:26].